From a dataset of Catalyst prediction with 721,799 reactions and 888 catalyst types from USPTO. Predict which catalyst facilitates the given reaction. (1) Reactant: [CH2:1]([O:3][C:4](=[O:27])[CH:5]=[C:6]([CH2:25][CH3:26])[CH2:7][CH2:8][C:9]1[CH:14]=[CH:13][C:12]([O:15][Si:16]([C:19]([CH3:22])([CH3:21])[CH3:20])([CH3:18])[CH3:17])=[C:11]([O:23][CH3:24])[CH:10]=1)[CH3:2]. Product: [CH2:1]([O:3][C:4](=[O:27])[CH2:5][CH:6]([CH2:25][CH3:26])[CH2:7][CH2:8][C:9]1[CH:14]=[CH:13][C:12]([O:15][Si:16]([C:19]([CH3:21])([CH3:22])[CH3:20])([CH3:18])[CH3:17])=[C:11]([O:23][CH3:24])[CH:10]=1)[CH3:2]. The catalyst class is: 43. (2) Reactant: C([O:5][C:6](=[O:35])[C:7]1[CH:12]=[CH:11][C:10]([C:13]2[CH:14]=[N:15][C:16]3[N:17]([C:19]([C:22]4([C:25]5[CH:26]=[C:27]6[C:32](=[CH:33][CH:34]=5)[N:31]=[CH:30][CH:29]=[CH:28]6)[CH2:24][CH2:23]4)=[CH:20][N:21]=3)[CH:18]=2)=[CH:9][CH:8]=1)(C)(C)C.[ClH:36]. Product: [N:31]1[C:32]2[C:27](=[CH:26][C:25]([C:22]3([C:19]4[N:17]5[CH:18]=[C:13]([C:10]6[CH:11]=[CH:12][C:7]([C:6]([OH:35])=[O:5])=[CH:8][CH:9]=6)[CH:14]=[N:15][C:16]5=[N:21][CH:20]=4)[CH2:23][CH2:24]3)=[CH:34][CH:33]=2)[CH:28]=[CH:29][CH:30]=1.[ClH:36]. The catalyst class is: 12. (3) Reactant: Cl[C:2]1[N:7]=[C:6]([NH:8][CH2:9][CH:10]2[CH2:14][CH2:13][CH2:12][N:11]2[C:15]([O:17][C:18]([CH3:21])([CH3:20])[CH3:19])=[O:16])[C:5]([F:22])=[CH:4][N:3]=1.[CH3:23][N:24]1[CH2:29][CH2:28][N:27]([C:30]2[N:35]=[CH:34][C:33]([NH2:36])=[CH:32][CH:31]=2)[CH2:26][CH2:25]1.C(O)(C(F)(F)F)=O. Product: [C:18]([O:17][C:15]([N:11]1[CH2:12][CH2:13][CH2:14][CH:10]1[CH2:9][NH:8][C:6]1[C:5]([F:22])=[CH:4][N:3]=[C:2]([NH:36][C:33]2[CH:34]=[N:35][C:30]([N:27]3[CH2:28][CH2:29][N:24]([CH3:23])[CH2:25][CH2:26]3)=[CH:31][CH:32]=2)[N:7]=1)=[O:16])([CH3:21])([CH3:20])[CH3:19]. The catalyst class is: 114. (4) Reactant: Cl.[CH3:2][NH:3][C:4]([NH2:6])=[NH:5].[F:7][C:8]1[CH:15]=[CH:14][C:11]([CH:12]=O)=[CH:10][CH:9]=1.[CH3:16][CH:17]([CH3:26])[C:18](=O)[CH2:19][C:20]([O:22][CH2:23][CH3:24])=[O:21].C(=O)([O-])[O-].[Na+].[Na+]. Product: [F:7][C:8]1[CH:15]=[CH:14][C:11]([C:12]2[N:5]=[C:4]([NH:3][CH3:2])[NH:6][CH:18]([CH:17]([CH3:26])[CH3:16])[C:19]=2[C:20]([O:22][CH2:23][CH3:24])=[O:21])=[CH:10][CH:9]=1. The catalyst class is: 3. (5) Reactant: [OH:1][CH2:2][CH2:3][CH:4]1[CH2:9][CH2:8][CH2:7][CH2:6][NH:5]1.[OH-].[Na+].[C:12]([O:16][C:17](O[C:17]([O:16][C:12]([CH3:15])([CH3:14])[CH3:13])=[O:18])=[O:18])([CH3:15])([CH3:14])[CH3:13]. Product: [C:12]([O:16][C:17]([N:5]1[CH2:6][CH2:7][CH2:8][CH2:9][CH:4]1[CH2:3][CH2:2][OH:1])=[O:18])([CH3:15])([CH3:14])[CH3:13]. The catalyst class is: 20.